Dataset: Reaction yield outcomes from USPTO patents with 853,638 reactions. Task: Predict the reaction yield, written as a fraction of the theoretical maximum amount of product (1.0 means a 100% yield; for example, 0.34 means a 34% yield). The reactants are [OH:1][CH:2]([CH3:5])[CH2:3][NH2:4].C[C:7]1([CH3:27])[C:11]([C:12]([OH:14])=O)=[CH:10][NH:9][CH:8]1/[CH:15]=[C:16]1\[C:17](=[O:26])[NH:18][C:19]2[C:24]\1=[CH:23][C:22]([Cl:25])=[CH:21][CH:20]=2.CN(C(O[N:36]1[N:44]=[N:43]C2C=CC=[N:42][C:37]1=2)=[N+](C)C)C.F[P-](F)(F)(F)(F)F.[CH3:52]CN(C(C)C)C(C)C. The catalyst is CN(C=O)C.C(Cl)(Cl)Cl. The product is [Cl:25][C:22]1[CH:23]=[C:24]2[C:19](=[CH:20][CH:21]=1)[NH:18][C:17](=[O:26])/[C:16]/2=[CH:15]\[C:8]1[NH:9][C:10]([CH3:52])=[C:11]([C:12]([NH:4][CH2:3][CH:2]([OH:1])[CH2:5][N:44]2[N:43]=[N:42][CH:37]=[N:36]2)=[O:14])[C:7]=1[CH3:27]. The yield is 0.940.